Dataset: Forward reaction prediction with 1.9M reactions from USPTO patents (1976-2016). Task: Predict the product of the given reaction. (1) Given the reactants [CH2:1]([O:3][C:4]1[CH:13]=[CH:12][C:11]2[C:6](=[CH:7][CH:8]=[CH:9][C:10]=2[N+:14]([O-])=O)[N:5]=1)[CH3:2].[H][H], predict the reaction product. The product is: [NH2:14][C:10]1[CH:9]=[CH:8][CH:7]=[C:6]2[C:11]=1[CH:12]=[CH:13][C:4]([O:3][CH2:1][CH3:2])=[N:5]2. (2) Given the reactants [CH2:1]([C:3]12[CH2:27][CH2:26][C:25](=[O:28])[CH:24]=[C:4]1[CH2:5][CH2:6][CH2:7][C:8]1[CH:9]=[C:10]3[C:14](=[CH:15][C:16]=12)[CH:13]=[N:12][N:11]3[C:17]1[CH:22]=[CH:21][C:20]([F:23])=[CH:19][CH:18]=1)[CH3:2], predict the reaction product. The product is: [CH2:1]([C@:3]12[CH2:27][CH2:26][C:25](=[O:28])[CH2:24][C@@H:4]1[CH2:5][CH2:6][CH2:7][C:8]1[CH:9]=[C:10]3[C:14](=[CH:15][C:16]=12)[CH:13]=[N:12][N:11]3[C:17]1[CH:18]=[CH:19][C:20]([F:23])=[CH:21][CH:22]=1)[CH3:2].[CH2:1]([C@@:3]12[CH2:27][CH2:26][C:25](=[O:28])[CH2:24][C@H:4]1[CH2:5][CH2:6][CH2:7][C:8]1[CH:9]=[C:10]3[C:14](=[CH:15][C:16]=12)[CH:13]=[N:12][N:11]3[C:17]1[CH:18]=[CH:19][C:20]([F:23])=[CH:21][CH:22]=1)[CH3:2]. (3) Given the reactants CN(P(N(C)C)(N(C)C)=O)C.[CH2:12]([O:19][C:20]([CH:22]1[CH2:27][CH2:26][C:25](=O)[CH2:24][CH2:23]1)=[O:21])[C:13]1[CH:18]=[CH:17][CH:16]=[CH:15][CH:14]=1.[C:29](Br)(Br)([F:31])[F:30].O, predict the reaction product. The product is: [CH2:12]([O:19][C:20]([CH:22]1[CH2:27][CH2:26][C:25](=[C:29]([F:31])[F:30])[CH2:24][CH2:23]1)=[O:21])[C:13]1[CH:18]=[CH:17][CH:16]=[CH:15][CH:14]=1. (4) Given the reactants O[CH2:2][CH2:3][C@@H:4]1[C@@H:12]([O:13][C:14]2[CH:19]=[CH:18][CH:17]=[CH:16][CH:15]=2)[C@H:11]([CH3:20])[O:10][C:9](=[O:21])[C@@H:8]([NH:22][C:23](=[O:29])[O:24][C:25]([CH3:28])([CH3:27])[CH3:26])[CH2:7][CH2:6][CH2:5]1.[N+:30]([C:33]1[CH:38]=[CH:37][CH:36]=[CH:35][C:34]=1[Se:39]C#N)([O-:32])=[O:31].C(P(CCCC)CCCC)CCC.[Na+].[Cl-], predict the reaction product. The product is: [CH3:20][C@@H:11]1[O:10][C:9](=[O:21])[C@@H:8]([NH:22][C:23](=[O:29])[O:24][C:25]([CH3:28])([CH3:26])[CH3:27])[CH2:7][CH2:6][CH2:5][C@H:4]([CH2:3][CH2:2][Se:39][C:34]2[CH:35]=[CH:36][CH:37]=[CH:38][C:33]=2[N+:30]([O-:32])=[O:31])[C@H:12]1[O:13][C:14]1[CH:19]=[CH:18][CH:17]=[CH:16][CH:15]=1. (5) Given the reactants [CH2:1]([C:5]1[CH:20]=[CH:19][C:8]([CH:9]=[CH:10][C:11]2[CH:18]=[CH:17][C:14]([CH2:15][Br:16])=[CH:13][CH:12]=2)=[CH:7][CH:6]=1)[CH:2]([CH3:4])[CH3:3].C1([P:27](C2C=CC=CC=2)C2C=CC=CC=2)C=CC=CC=1, predict the reaction product. The product is: [Br-:16].[CH2:1]([C:5]1[CH:20]=[CH:19][C:8]([CH:9]=[CH:10][C:11]2[CH:18]=[CH:17][C:14]([CH2:15][PH3+:27])=[CH:13][CH:12]=2)=[CH:7][CH:6]=1)[CH:2]([CH3:4])[CH3:3]. (6) Given the reactants [Br:1][C:2]1[C:10]2[C:5](=[N:6][CH:7]=[N:8][C:9]=2Cl)[NH:4][N:3]=1.[O:12]([C:19]1[CH:24]=[CH:23][C:22]([OH:25])=[CH:21][CH:20]=1)[C:13]1[CH:18]=[CH:17][CH:16]=[CH:15][CH:14]=1.C(=O)([O-])[O-].[Cs+].[Cs+], predict the reaction product. The product is: [Br:1][C:2]1[C:10]2[C:5](=[N:6][CH:7]=[N:8][C:9]=2[O:25][C:22]2[CH:21]=[CH:20][C:19]([O:12][C:13]3[CH:18]=[CH:17][CH:16]=[CH:15][CH:14]=3)=[CH:24][CH:23]=2)[NH:4][N:3]=1. (7) Given the reactants [C:1]1([C:7]2([C:13]3[O:14][CH:15]=[CH:16][CH:17]=3)[CH2:12][CH2:11][NH:10][CH2:9][CH2:8]2)[CH:6]=[CH:5][CH:4]=[CH:3][CH:2]=1.[C:18](C(N)CCBr)([O:20][C:21]([CH3:24])([CH3:23])[CH3:22])=[O:19].C([O-])([O-])=O.[K+].[K+], predict the reaction product. The product is: [C:21]([O:20][C:18](=[O:19])[NH:10][CH2:9][CH2:8][CH2:7][N:10]1[CH2:9][CH2:8][C:7]([C:1]2[CH:2]=[CH:3][CH:4]=[CH:5][CH:6]=2)([C:13]2[O:14][CH:15]=[CH:16][CH:17]=2)[CH2:12][CH2:11]1)([CH3:22])([CH3:23])[CH3:24].